Dataset: Reaction yield outcomes from USPTO patents with 853,638 reactions. Task: Predict the reaction yield, written as a fraction of the theoretical maximum amount of product (1.0 means a 100% yield; for example, 0.34 means a 34% yield). (1) The yield is 0.420. The product is [CH3:23][O:22][C:19]1[CH:20]=[CH:21][C:16]([CH2:15][N:13]2[CH:14]=[C:10]([C:8]3[N:37]=[C:35]([NH:34][C:31]4[N:30]=[C:29]([CH3:28])[S:33][N:32]=4)[S:36][C:2]=3[C:3]([O:5][CH2:6][CH3:7])=[O:4])[C:11]([CH:24]([OH:27])[CH2:25][CH3:26])=[N:12]2)=[CH:17][CH:18]=1. The reactants are Br[CH:2]([C:8]([C:10]1[C:11]([CH:24]([OH:27])[CH2:25][CH3:26])=[N:12][N:13]([CH2:15][C:16]2[CH:21]=[CH:20][C:19]([O:22][CH3:23])=[CH:18][CH:17]=2)[CH:14]=1)=O)[C:3]([O:5][CH2:6][CH3:7])=[O:4].[CH3:28][C:29]1[S:33][N:32]=[C:31]([NH:34][C:35]([NH2:37])=[S:36])[N:30]=1. The catalyst is CCO. (2) The reactants are C([O:3][C:4](=O)[CH:5]([CH2:11][C:12]1[CH:17]=[CH:16][C:15]([Br:18])=[CH:14][CH:13]=1)[C:6](OCC)=[O:7])C.CC(C[AlH]CC(C)C)C.Cl.C(OCC)(=O)C. The catalyst is C1COCC1. The product is [Br:18][C:15]1[CH:14]=[CH:13][C:12]([CH2:11][CH:5]([CH2:4][OH:3])[CH2:6][OH:7])=[CH:17][CH:16]=1. The yield is 0.990. (3) The yield is 0.650. The reactants are [C:1]([C:3]1[CH:8]=[CH:7][CH:6]=[CH:5][CH:4]=1)#[CH:2].[Li][CH2:10]CCC.[CH:14](=[O:21])[C:15]1[CH:20]=[CH:19][CH:18]=[CH:17][CH:16]=1.IC. The product is [CH3:10][O:21][CH:14]([C:15]1[CH:20]=[CH:19][CH:18]=[CH:17][CH:16]=1)[C:2]#[C:1][C:3]1[CH:8]=[CH:7][CH:6]=[CH:5][CH:4]=1. The catalyst is C1COCC1. (4) The reactants are [F:1][C:2]1[CH:3]=[C:4]2[C:8](=[CH:9][CH:10]=1)[NH:7][CH:6]=[C:5]2[CH2:11][CH2:12][NH2:13].[C:14]1([C:23]2[CH:28]=[CH:27][CH:26]=[CH:25][CH:24]=2)[CH:19]=[CH:18][C:17]([C:20](Cl)=[O:21])=[CH:16][CH:15]=1.C(N(CC)CC)C. The catalyst is ClCCl. The product is [F:1][C:2]1[CH:3]=[C:4]2[C:8](=[CH:9][CH:10]=1)[NH:7][CH:6]=[C:5]2[CH2:11][CH2:12][NH:13][C:20]([C:17]1[CH:18]=[CH:19][C:14]([C:23]2[CH:24]=[CH:25][CH:26]=[CH:27][CH:28]=2)=[CH:15][CH:16]=1)=[O:21]. The yield is 0.760. (5) The reactants are [NH:1]1[CH2:9][CH2:8][NH:7][CH2:6][CH2:5][NH:4][CH2:3][CH2:2]1.[CH2:10]([O:12][C:13]([C:15]1[CH:20]=[C:19]([C:21]2[C:26]([O:27][CH3:28])=[CH:25][C:24]([O:29][CH3:30])=[CH:23][C:22]=2[O:31][CH3:32])[CH:18]=[C:17]([CH2:33]Br)[N:16]=1)=[O:14])[CH3:11]. The catalyst is C(#N)C. The product is [CH2:10]([O:12][C:13]([C:15]1[N:16]=[C:17]([CH2:33][N:1]2[CH2:9][CH2:8][N:7]([CH2:33][C:17]3[CH:18]=[C:19]([C:21]4[C:22]([O:31][CH3:32])=[CH:23][C:24]([O:29][CH3:30])=[CH:25][C:26]=4[O:27][CH3:28])[CH:20]=[C:15]([C:13]([O:12][CH2:10][CH3:11])=[O:14])[N:16]=3)[CH2:6][CH2:5][N:4]([CH2:33][C:17]3[N:16]=[C:15]([C:13]([O:12][CH2:10][CH3:11])=[O:14])[CH:20]=[C:19]([C:21]4[C:26]([O:27][CH3:28])=[CH:25][C:24]([O:29][CH3:30])=[CH:23][C:22]=4[O:31][CH3:32])[CH:18]=3)[CH2:3][CH2:2]2)[CH:18]=[C:19]([C:21]2[C:26]([O:27][CH3:28])=[CH:25][C:24]([O:29][CH3:30])=[CH:23][C:22]=2[O:31][CH3:32])[CH:20]=1)=[O:14])[CH3:11]. The yield is 0.620. (6) The reactants are [NH:1]1[CH2:11][CH2:10][CH2:9][CH:3]([C:4]([O:6][CH2:7][CH3:8])=[O:5])[CH2:2]1.[C:12]([OH:21])(=[O:20])[C@H:13]([C@@H:15]([C:17]([OH:19])=[O:18])[OH:16])[OH:14]. The catalyst is CCO. The product is [C:17]([C@H:15]([C@@H:13]([C:12]([OH:21])=[O:20])[OH:14])[OH:16])([OH:19])=[O:18].[NH:1]1[CH2:11][CH2:10][CH2:9][C@H:3]([C:4]([O:6][CH2:7][CH3:8])=[O:5])[CH2:2]1. The yield is 0.560. (7) The reactants are [NH2:1][C:2]1[N:3]=[CH:4][C:5]2[C:10]3[CH:11]=[CH:12][C:13](=[O:16])[N:14]([CH3:15])[C:9]=3[N:8]([CH:17]3[CH2:21][CH2:20][CH2:19][CH2:18]3)[C:6]=2[N:7]=1.[Si:22]([O:29][C@@H:30]1[CH2:34][CH2:33][N:32]([C:35]2[CH:36]=[CH:37][C:38](Cl)=[N:39][CH:40]=2)[CH2:31]1)([C:25]([CH3:28])([CH3:27])[CH3:26])([CH3:24])[CH3:23].C1(P(C2C=CC=CC=2)C2C3OC4C(=CC=CC=4P(C4C=CC=CC=4)C4C=CC=CC=4)C(C)(C)C=3C=CC=2)C=CC=CC=1.CC(C)([O-])C.[Na+]. The yield is 0.490. The product is [CH:17]1([N:8]2[C:6]3[N:7]=[C:2]([NH:1][C:38]4[CH:37]=[CH:36][C:35]([N:32]5[CH2:33][CH2:34][C@@H:30]([O:29][Si:22]([C:25]([CH3:28])([CH3:27])[CH3:26])([CH3:23])[CH3:24])[CH2:31]5)=[CH:40][N:39]=4)[N:3]=[CH:4][C:5]=3[C:10]3[CH:11]=[CH:12][C:13](=[O:16])[N:14]([CH3:15])[C:9]2=3)[CH2:18][CH2:19][CH2:20][CH2:21]1. The catalyst is O1CCOCC1.C1C=CC(/C=C/C(/C=C/C2C=CC=CC=2)=O)=CC=1.C1C=CC(/C=C/C(/C=C/C2C=CC=CC=2)=O)=CC=1.C1C=CC(/C=C/C(/C=C/C2C=CC=CC=2)=O)=CC=1.[Pd].[Pd].